Predict the product of the given reaction. From a dataset of Forward reaction prediction with 1.9M reactions from USPTO patents (1976-2016). (1) Given the reactants [CH2:1]([N:8]1[C@@H:16]2[C@@:11]([C:18]3[CH:23]=[CH:22][C:21]([O:24][CH3:25])=[C:20]([O:26][CH3:27])[CH:19]=3)([CH2:12][CH2:13][C@@H:14]([NH2:17])[CH2:15]2)[CH2:10][CH2:9]1)[C:2]1[CH:7]=[CH:6][CH:5]=[CH:4][CH:3]=1.[C:28](=[O:31])(O)[O-:29].[Na+], predict the reaction product. The product is: [CH2:1]([N:8]1[C@@H:16]2[C@@:11]([C:18]3[CH:23]=[CH:22][C:21]([O:24][CH3:25])=[C:20]([O:26][CH3:27])[CH:19]=3)([CH2:12][CH2:13][C@@H:14]([NH:17][C:28](=[O:31])[O:29][C:2]([CH3:7])([CH3:3])[CH3:1])[CH2:15]2)[CH2:10][CH2:9]1)[C:2]1[CH:7]=[CH:6][CH:5]=[CH:4][CH:3]=1. (2) Given the reactants [NH2:1][C:2]1[C:7]([CH:8]=O)=[CH:6][CH:5]=[C:4]([CH2:10][OH:11])[N:3]=1.[N+](=[C:14](P(=O)(OC)OC)C(=O)C)=[N-].C(=O)([O-])[O-].[K+].[K+].[Cl-].[NH4+].[Cl-].[Na+], predict the reaction product. The product is: [NH2:1][C:2]1[N:3]=[C:4]([CH2:10][OH:11])[CH:5]=[CH:6][C:7]=1[C:8]#[CH:14].